From a dataset of Forward reaction prediction with 1.9M reactions from USPTO patents (1976-2016). Predict the product of the given reaction. (1) Given the reactants [C:1]([N:4]([CH3:39])[C:5]1[N:10]=[CH:9][C:8]([N:11]([CH3:31])[C:12](=[O:30])[C:13]([C:16]2[CH:21]=[C:20]([C:22]([F:25])([F:24])[F:23])[CH:19]=[C:18]([C:26]([F:29])([F:28])[F:27])[CH:17]=2)([CH3:15])[CH3:14])=[C:7]([C:32]2[CH:37]=[CH:36][CH:35]=[CH:34][C:33]=2[CH3:38])[CH:6]=1)(=[O:3])[CH3:2].F[C:41](F)(F)[C:42]1C=C(C(C)(C)C(N(C)C2C(C3C=CC=CC=3C)=CC(NC(C3CC3)=O)=NC=2)=O)C=C(C(F)(F)F)C=1, predict the reaction product. The product is: [F:24][C:22]([F:25])([F:23])[C:20]1[CH:21]=[C:16]([C:13]([CH3:15])([CH3:14])[C:12]([N:11]([CH3:31])[C:8]2[C:7]([C:32]3[CH:37]=[CH:36][CH:35]=[CH:34][C:33]=3[CH3:38])=[CH:6][C:5]([N:4]([CH3:39])[C:1]([CH:2]3[CH2:42][CH2:41]3)=[O:3])=[N:10][CH:9]=2)=[O:30])[CH:17]=[C:18]([C:26]([F:29])([F:28])[F:27])[CH:19]=1. (2) The product is: [Cl:33][C:19]1[C:18]([N:17]=[C:1]=[S:2])=[C:31]([Cl:32])[CH:30]=[CH:29][C:20]=1[CH2:21][NH:22][C:23](=[O:28])[C:24]([CH3:25])([F:26])[CH3:27]. Given the reactants [C:1](N1C=CC=CC1=O)(N1C=CC=CC1=O)=[S:2].[NH2:17][C:18]1[C:19]([Cl:33])=[C:20]([CH:29]=[CH:30][C:31]=1[Cl:32])[CH2:21][NH:22][C:23](=[O:28])[C:24]([CH3:27])([F:26])[CH3:25], predict the reaction product. (3) Given the reactants [NH2:1][C:2]1[S:3][C:4]([CH3:8])=[C:5]([CH3:7])[N:6]=1.[Br:9][CH2:10][CH:11]1[CH2:15][CH2:14][CH2:13][O:12]1, predict the reaction product. The product is: [BrH:9].[CH3:7][C:5]1[N:6]([CH2:10][CH:11]2[CH2:15][CH2:14][CH2:13][O:12]2)[C:2](=[NH:1])[S:3][C:4]=1[CH3:8]. (4) Given the reactants [CH2:1]([NH:4][CH2:5][CH2:6][OH:7])[CH2:2][CH3:3].Cl[CH2:9][CH2:10][CH2:11][CH2:12][O:13][C:14]1[CH:23]=[C:22]2[C:17]([C:18]([NH:24][C:25]3[CH:29]=[C:28]([CH2:30][C:31]([NH:33][C:34]4[CH:39]=[CH:38][CH:37]=[C:36]([F:40])[C:35]=4[F:41])=[O:32])[NH:27][N:26]=3)=[N:19][CH:20]=[N:21]2)=[CH:16][CH:15]=1, predict the reaction product. The product is: [F:41][C:35]1[C:36]([F:40])=[CH:37][CH:38]=[CH:39][C:34]=1[NH:33][C:31](=[O:32])[CH2:30][C:28]1[NH:27][N:26]=[C:25]([NH:24][C:18]2[C:17]3[C:22](=[CH:23][C:14]([O:13][CH2:12][CH2:11][CH2:10][CH2:9][N:4]([CH2:1][CH2:2][CH3:3])[CH2:5][CH2:6][OH:7])=[CH:15][CH:16]=3)[N:21]=[CH:20][N:19]=2)[CH:29]=1. (5) The product is: [F:19][C:20]1[CH:25]=[CH:24][C:23]([F:26])=[CH:22][C:21]=1[C:27]1=[CH:28][C:29]2[C:30]([CH:35]([OH:38])[CH2:36][CH2:37]1)=[N:31][CH:32]=[CH:33][CH:34]=2. Given the reactants CCCC[N+](CCCC)(CCCC)CCCC.[F-].[F:19][C:20]1[CH:25]=[CH:24][C:23]([F:26])=[CH:22][C:21]=1[C:27]1=[CH:28][C:29]2[C:30]([CH:35]([O:38][Si](C(C)C)(C(C)C)C(C)C)[CH2:36][CH2:37]1)=[N:31][CH:32]=[CH:33][CH:34]=2, predict the reaction product. (6) Given the reactants Cl[C:2]1[N:7]=[C:6]([NH:8][C:9]2[CH:10]=[C:11]([S:15][CH2:16][CH2:17][OH:18])[CH:12]=[CH:13][CH:14]=2)[C:5]([Cl:19])=[CH:4][N:3]=1.[NH2:20][C:21]1[CH:22]=[C:23]([CH:28]=[C:29]([OH:31])[CH:30]=1)[C:24]([O:26][CH3:27])=[O:25], predict the reaction product. The product is: [Cl:19][C:5]1[C:6]([NH:8][C:9]2[CH:14]=[CH:13][CH:12]=[C:11]([S:15][CH2:16][CH2:17][OH:18])[CH:10]=2)=[N:7][C:2]([NH:20][C:21]2[CH:22]=[C:23]([CH:28]=[C:29]([OH:31])[CH:30]=2)[C:24]([O:26][CH3:27])=[O:25])=[N:3][CH:4]=1.